Predict the product of the given reaction. From a dataset of Forward reaction prediction with 1.9M reactions from USPTO patents (1976-2016). Given the reactants [OH:1][C:2]1[CH:3]=[C:4]2[C:8](=[CH:9][CH:10]=1)[NH:7][C:6]([C:11]([OH:13])=[O:12])=[CH:5]2.[CH3:14][Si](C=[N+]=[N-])(C)C.C(O)(=O)C, predict the reaction product. The product is: [OH:1][C:2]1[CH:3]=[C:4]2[C:8](=[CH:9][CH:10]=1)[NH:7][C:6]([C:11]([O:13][CH3:14])=[O:12])=[CH:5]2.